From a dataset of Experimentally validated miRNA-target interactions with 360,000+ pairs, plus equal number of negative samples. Binary Classification. Given a miRNA mature sequence and a target amino acid sequence, predict their likelihood of interaction. The miRNA is cel-miR-52-5p with sequence CACCCGUACAUAUGUUUCCGUGCU. The protein sequence of the target gene is MPNSERHGGKKDGSGGASGTSQPSSGGGSSNSRERHRLVSKHKRHKSKHSKDVGLVTPEAASLGTIIKPLVEYDDISSDSDTFSDDTAFKSDRRENEERRGTDRSDRLHRHRHHQHRRSRDLLKTKQTEKEKNQEVSKSGSMKDRVSGSSKRSVEGSDDYGKAQLSKSGSKESRSSKMHKEKTRKERELKSGYKDRSKSHRKRETPKSYKTVASPKRRSRSPHRKWSDSSKQDDSPSGASYGQDYDLSPPRSHTSSNYDSYKKSPGSTSRRQSISPPYKEPSAYQSSTRSPSPYSRRQRS.... Result: 0 (no interaction).